This data is from Full USPTO retrosynthesis dataset with 1.9M reactions from patents (1976-2016). The task is: Predict the reactants needed to synthesize the given product. (1) The reactants are: [CH3:1][C@H:2]1[CH2:7][N:6]([C:8]([O:10][CH2:11][C:12]2[CH:17]=[CH:16][CH:15]=[CH:14][CH:13]=2)=[O:9])[CH2:5][C@@H:4]([C:18]([O:20]C)=[O:19])[CH2:3]1.C[Si](C)(C)[O-].[K+]. Given the product [CH2:11]([O:10][C:8]([N:6]1[CH2:7][C@H:2]([CH3:1])[CH2:3][C@H:4]([C:18]([OH:20])=[O:19])[CH2:5]1)=[O:9])[C:12]1[CH:13]=[CH:14][CH:15]=[CH:16][CH:17]=1, predict the reactants needed to synthesize it. (2) The reactants are: [Cl:1][C:2]1[CH:7]=[CH:6][C:5]([C:8](=O)[C:9]([C:14]2[C:19]([F:20])=[CH:18][CH:17]=[CH:16][C:15]=2[F:21])=[CH:10][N:11](C)C)=[CH:4][CH:3]=1.Cl.[NH2:24]N. Given the product [Cl:1][C:2]1[CH:7]=[CH:6][C:5]([C:8]2[C:9]([C:14]3[C:19]([F:20])=[CH:18][CH:17]=[CH:16][C:15]=3[F:21])=[CH:10][NH:11][N:24]=2)=[CH:4][CH:3]=1, predict the reactants needed to synthesize it. (3) Given the product [CH2:10]1[C:9]2([CH2:12][N:13]([C:16]3[N:17]=[C:18]([C:26]4[C:27](=[O:44])[N:28]([CH2:42][OH:43])[C:29](=[O:41])[C:30]=4[C:31]4[C:39]5[C:34](=[C:35]([CH3:40])[CH:36]=[CH:37][CH:38]=5)[NH:33][CH:32]=4)[C:19]4[C:24]([CH:25]=3)=[CH:23][CH:22]=[CH:21][CH:20]=4)[CH2:14][CH2:15][NH:8]2)[CH2:11]1, predict the reactants needed to synthesize it. The reactants are: C(OC([N:8]1[CH2:15][CH2:14][N:13]([C:16]2[N:17]=[C:18]([C:26]3[C:27](=[O:44])[N:28]([CH2:42][OH:43])[C:29](=[O:41])[C:30]=3[C:31]3[C:39]4[C:34](=[C:35]([CH3:40])[CH:36]=[CH:37][CH:38]=4)[NH:33][CH:32]=3)[C:19]3[C:24]([CH:25]=2)=[CH:23][CH:22]=[CH:21][CH:20]=3)[CH2:12][C:9]21[CH2:11][CH2:10]2)=O)(C)(C)C.C(O)(C(F)(F)F)=O.